This data is from Full USPTO retrosynthesis dataset with 1.9M reactions from patents (1976-2016). The task is: Predict the reactants needed to synthesize the given product. (1) Given the product [ClH:32].[ClH:1].[CH2:3]([N:10]1[CH2:15][CH2:14][N:13]([CH2:39][C:40]([C:21]2[CH:22]=[CH:23][C:24]3[C:29](=[CH:28][CH:27]=[C:26]([O:30][CH3:31])[C:25]=3[Cl:32])[CH:20]=2)=[O:41])[CH2:12][CH2:11]1)[C:4]1[CH:5]=[CH:6][CH:7]=[CH:8][CH:9]=1, predict the reactants needed to synthesize it. The reactants are: [ClH:1].Cl.[CH2:3]([N:10]1[CH2:15][CH2:14][NH:13][CH2:12][CH2:11]1)[C:4]1[CH:9]=[CH:8][CH:7]=[CH:6][CH:5]=1.BrCC([C:20]1[C:29]2[C:24](=[C:25]([Cl:32])[C:26]([O:30][CH3:31])=[CH:27][CH:28]=2)[CH:23]=[CH:22][CH:21]=1)=O.C([O-])([O-])=O.[K+].[K+].[CH3:39][C:40](C)=[O:41]. (2) Given the product [CH2:47]([O:51][C:52]1[CH:53]=[CH:54][C:55]([CH2:58][C@H:59]([NH:64][C:65]([C@@H:67](/[CH:76]=[CH:77]/[CH2:78][CH2:79][CH2:80][CH2:81][CH2:82][CH2:83][S:84]([CH2:87][CH2:88][CH2:89][CH2:90][CH2:91][CH2:92][CH3:93])(=[O:85])=[O:86])[C@@:68]([OH:75])([CH2:72][CH2:73][CH3:74])[C:69]([OH:71])=[O:70])=[O:66])[C:60]([OH:62])=[O:61])=[CH:56][CH:57]=1)[C:48]#[C:49][CH3:50], predict the reactants needed to synthesize it. The reactants are: C(OC1C=CC(C[C@H](NC([C@@H](/C=C/CCCCCCC(F)(F)CCCCCCC)[C@@](O)(CCC)C(O)=O)=O)C(O)=O)=CC=1)C#CC.[CH2:47]([O:51][C:52]1[CH:57]=[CH:56][C:55]([CH2:58][C@H:59]([NH:64][C:65]([C@@H:67](/[CH:76]=[CH:77]/[CH2:78][CH2:79][CH2:80][CH2:81][CH2:82][CH2:83][S:84]([CH2:87][CH2:88][CH2:89][CH2:90][CH2:91][CH2:92][CH3:93])(=[O:86])=[O:85])[C@@:68]([OH:75])([CH2:72][CH2:73][CH3:74])[C:69]([OH:71])=[O:70])=[O:66])[C:60]([O:62]C)=[O:61])=[CH:54][CH:53]=1)[C:48]#[C:49][CH3:50]. (3) Given the product [F:1][CH2:2][CH2:3][O:4][C:5]1[CH:14]=[CH:13][C:8]([C:9]([OH:11])=[O:10])=[CH:7][CH:6]=1, predict the reactants needed to synthesize it. The reactants are: [F:1][CH2:2][CH2:3][O:4][C:5]1[CH:14]=[CH:13][C:8]([C:9]([O:11]C)=[O:10])=[CH:7][CH:6]=1.[Li+].[OH-].